The task is: Predict the reaction yield, written as a fraction of the theoretical maximum amount of product (1.0 means a 100% yield; for example, 0.34 means a 34% yield).. This data is from Reaction yield outcomes from USPTO patents with 853,638 reactions. (1) The reactants are [C:1]([NH:8][CH2:9][C:10]([O:12]CC=C)=O)([O:3][C:4]([CH3:7])([CH3:6])[CH3:5])=[O:2].C[Si]([NH-])(C)C.C[Si]([NH-])(C)C.[Li+].[Li+].O1CCCC1.[C:33]([O:37][CH2:38][CH:39]=[CH2:40])(=[O:36])[CH:34]=[CH2:35]. The catalyst is O1CCCC1. The product is [O:12]=[C:10]1[CH2:9][N:8]([C:1]([O:3][C:4]([CH3:5])([CH3:6])[CH3:7])=[O:2])[CH2:35][CH:34]1[C:33]([O:37][CH2:38][CH:39]=[CH2:40])=[O:36]. The yield is 0.630. (2) The reactants are Br[C:2]1[CH:7]=[C:6]([F:8])[C:5]([Br:9])=[CH:4][C:3]=1[F:10].C([Li])CCC.[C:16](=[O:18])=[O:17]. The catalyst is C(OCC)C. The product is [Br:9][C:5]1[C:6]([F:8])=[CH:7][C:2]([C:16]([OH:18])=[O:17])=[C:3]([F:10])[CH:4]=1. The yield is 0.530. (3) The reactants are [NH2:1][C:2]1[CH:17]=[CH:16][CH:15]=[C:14]([Cl:18])[C:3]=1[C:4]([NH:6][C:7]1[CH:12]=[CH:11][CH:10]=[CH:9][C:8]=1[CH3:13])=[O:5].[Cl:19][CH2:20][C:21](Cl)=O. The catalyst is C(O)(=O)C. The product is [Cl:18][C:14]1[CH:15]=[CH:16][CH:17]=[C:2]2[C:3]=1[C:4](=[O:5])[N:6]([C:7]1[CH:12]=[CH:11][CH:10]=[CH:9][C:8]=1[CH3:13])[C:21]([CH2:20][Cl:19])=[N:1]2. The yield is 0.370. (4) The reactants are [CH2:1]([OH:8])[CH2:2][CH2:3][CH2:4][CH2:5][CH2:6][OH:7].[C:9](O)(=[O:13])[C:10]([CH3:12])=[CH2:11]. The catalyst is ClCCl. The product is [C:9]([O:7][CH2:6][CH2:5][CH2:4][CH2:3][CH2:2][CH2:1][OH:8])(=[O:13])[C:10]([CH3:12])=[CH2:11]. The yield is 0.600.